Dataset: Full USPTO retrosynthesis dataset with 1.9M reactions from patents (1976-2016). Task: Predict the reactants needed to synthesize the given product. (1) Given the product [Br:1][C:2]1[C:3]([O:11][CH2:12][C:13]2[CH:18]=[CH:17][CH:16]=[C:15]([C:19]3[CH:28]=[CH:27][C:22]4[O:23][CH2:24][CH2:25][O:26][C:21]=4[CH:20]=3)[C:14]=2[CH3:29])=[CH:4][C:5]([O:10][CH2:31][C:32]2[CH:33]=[C:34]([CH:37]=[CH:38][CH:39]=2)[C:35]#[N:36])=[C:6]([CH:7]=[O:8])[CH:9]=1, predict the reactants needed to synthesize it. The reactants are: [Br:1][C:2]1[C:3]([O:11][CH2:12][C:13]2[CH:18]=[CH:17][CH:16]=[C:15]([C:19]3[CH:28]=[CH:27][C:22]4[O:23][CH2:24][CH2:25][O:26][C:21]=4[CH:20]=3)[C:14]=2[CH3:29])=[CH:4][C:5]([OH:10])=[C:6]([CH:9]=1)[CH:7]=[O:8].Br[CH2:31][C:32]1[CH:33]=[C:34]([CH:37]=[CH:38][CH:39]=1)[C:35]#[N:36].C(=O)([O-])[O-].[Cs+].[Cs+].O. (2) Given the product [F:16][C:17]1[CH:18]=[C:19]([CH:25]2[CH2:15][CH:26]2[C:27]([O:29][CH2:30][CH3:31])=[O:28])[CH:20]=[CH:21][C:22]=1[O:23][CH3:24], predict the reactants needed to synthesize it. The reactants are: CN(N=O)C(N[N+]([O-])=O)=N.[OH-].[K+].[N+](=[CH2:15])=[N-].[F:16][C:17]1[CH:18]=[C:19](/[CH:25]=[CH:26]/[C:27]([O:29][CH2:30][CH3:31])=[O:28])[CH:20]=[CH:21][C:22]=1[O:23][CH3:24]. (3) Given the product [ClH:32].[ClH:32].[C:1]1([C:7]2[N:12]=[C:11]([N:13]3[CH2:18][CH2:17][NH:16][CH2:15][CH2:14]3)[CH:10]=[CH:9][CH:8]=2)[CH:2]=[CH:3][CH:4]=[CH:5][CH:6]=1, predict the reactants needed to synthesize it. The reactants are: [C:1]1([C:7]2[N:12]=[C:11]([N:13]3[CH2:18][CH2:17][N:16](C(OC(C)(C)C)=O)[CH2:15][CH2:14]3)[CH:10]=[CH:9][CH:8]=2)[CH:6]=[CH:5][CH:4]=[CH:3][CH:2]=1.C(OCC)(=O)C.[ClH:32]. (4) Given the product [C:31]([C@H:29]([C@@H:27]([C:26]([OH:35])=[O:34])[OH:28])[OH:30])([OH:33])=[O:32].[CH3:1][N:2]([CH2:9][CH2:10][O:11][C:12]1[CH:25]=[CH:24][C:15]([CH2:16][CH:17]2[S:21][C:20](=[O:22])[NH:19][C:18]2=[O:23])=[CH:14][CH:13]=1)[C:3]1[CH:8]=[CH:7][CH:6]=[CH:5][N:4]=1, predict the reactants needed to synthesize it. The reactants are: [CH3:1][N:2]([CH2:9][CH2:10][O:11][C:12]1[CH:25]=[CH:24][C:15]([CH2:16][CH:17]2[S:21][C:20](=[O:22])[NH:19][C:18]2=[O:23])=[CH:14][CH:13]=1)[C:3]1[CH:8]=[CH:7][CH:6]=[CH:5][N:4]=1.[C:26]([OH:35])(=[O:34])[C@H:27]([C@@H:29]([C:31]([OH:33])=[O:32])[OH:30])[OH:28]. (5) Given the product [CH3:1][C@@H:2]([C@@H:9]1[C@:13]2([CH3:31])[C@H:12]([C@H:17]3[C@H:16]([CH2:15][CH2:14]2)[C@:21]2([CH3:30])[C:20]([CH2:25][C@@H:24]([O:26][C:27](=[O:28])[NH:36][CH2:35][CH2:34][O:33][CH2:32][CH2:37][O:38][CH2:39][CH2:40][NH2:41])[CH2:23][CH2:22]2)=[CH:19][CH2:18]3)[CH2:11][CH2:10]1)[CH2:3][CH2:4][CH2:5][CH:6]([CH3:8])[CH3:7], predict the reactants needed to synthesize it. The reactants are: [CH3:1][C@@H:2]([C@@H:9]1[C@@:13]2([CH3:31])[CH2:14][CH2:15][CH:16]3[C@@:21]4([CH3:30])[CH2:22][CH2:23][CH:24]([O:26][C:27](Cl)=[O:28])[CH2:25][C:20]4=[CH:19][CH2:18][CH:17]3[CH:12]2[CH2:11][CH2:10]1)[CH2:3][CH2:4][CH2:5][CH:6]([CH3:8])[CH3:7].[CH2:32]([CH2:37][O:38][CH2:39][CH2:40][NH2:41])[O:33][CH2:34][CH2:35][NH2:36].